From a dataset of Full USPTO retrosynthesis dataset with 1.9M reactions from patents (1976-2016). Predict the reactants needed to synthesize the given product. (1) The reactants are: O=O.CC1SC(C)=C(P(C2C=CC=CC=2)C2C=CC=CC=2)C=1C1C(P(C2C=CC=CC=2)C2C=CC=CC=2)=C(C)SC=1C.[CH3:43][O:44]/[C:45](=[CH:49]\[C:50]1[C:55]2[S:56][CH:57]=[CH:58][C:54]=2[C:53]([O:59][CH2:60][CH2:61][C:62]2[N:63]=[C:64]([C:68]3[CH:73]=[CH:72][CH:71]=[CH:70][CH:69]=3)[O:65][C:66]=2[CH3:67])=[CH:52][CH:51]=1)/[C:46]([OH:48])=[O:47].C1([C@@H](N)C)C=CC=CC=1.[H][H]. Given the product [CH3:43][O:44][C@@H:45]([CH2:49][C:50]1[C:55]2[S:56][CH:57]=[CH:58][C:54]=2[C:53]([O:59][CH2:60][CH2:61][C:62]2[N:63]=[C:64]([C:68]3[CH:73]=[CH:72][CH:71]=[CH:70][CH:69]=3)[O:65][C:66]=2[CH3:67])=[CH:52][CH:51]=1)[C:46]([OH:48])=[O:47], predict the reactants needed to synthesize it. (2) Given the product [F:5][C:6]1[C:11]([N+:1]([O-:4])=[O:2])=[CH:10][C:9]([CH2:12][C:13]([OH:15])=[O:14])=[C:8]([CH3:16])[CH:7]=1, predict the reactants needed to synthesize it. The reactants are: [N+:1]([O-:4])(O)=[O:2].[F:5][C:6]1[CH:11]=[CH:10][C:9]([CH2:12][C:13]([OH:15])=[O:14])=[C:8]([CH3:16])[CH:7]=1. (3) Given the product [Cl:1][C:2]1[CH:11]=[CH:10][C:9]2[C:8]3[C:12]4[NH:19][CH2:18][C@@H:17]([CH2:20][OH:28])[NH:16][C:15](=[O:21])[C:13]=4[S:14][C:7]=3[CH:6]=[CH:5][C:4]=2[N:3]=1, predict the reactants needed to synthesize it. The reactants are: [Cl:1][C:2]1[CH:11]=[CH:10][C:9]2[C:8]3[C:12]4[NH:19][CH2:18][C@@H:17]([CH3:20])[NH:16][C:15](=[O:21])[C:13]=4[S:14][C:7]=3[CH:6]=[CH:5][C:4]=2[N:3]=1.NC[C@H](NC(=O)[O:28]C(C)(C)C)C. (4) Given the product [CH2:22]([C@@:5]([NH:24][CH3:27])([CH2:6][CH2:7][C:8]1[CH:13]=[CH:12][C:11]([O:14][CH2:15][CH2:16][CH2:17][CH2:18][CH2:19][CH2:20][CH3:21])=[CH:10][CH:9]=1)[CH2:4][OH:3])[CH3:23], predict the reactants needed to synthesize it. The reactants are: C([O:3][C:4](=O)[C@@:5]([NH2:24])([CH2:22][CH3:23])[CH2:6][CH2:7][C:8]1[CH:13]=[CH:12][C:11]([O:14][CH2:15][CH2:16][CH2:17][CH2:18][CH2:19][CH2:20][CH3:21])=[CH:10][CH:9]=1)C.[BH3-][C:27]#N.[Na+]. (5) Given the product [CH:38]([C:37]1[NH:36][C:20]2[C:21]([CH:45]=1)=[CH:22][CH:23]=[CH:24][CH:25]=2)=[CH:39][CH2:40][CH2:41][CH2:42][CH3:43], predict the reactants needed to synthesize it. The reactants are: [Br-].C([P+]([C:20]1[CH:25]=[CH:24][CH:23]=[CH:22][CH:21]=1)([C:20]1[CH:25]=[CH:24][CH:23]=[CH:22][CH:21]=1)[C:20]1[CH:25]=[CH:24][CH:23]=[CH:22][CH:21]=1)CCCC.[Li+].C[Si]([N-][Si](C)(C)C)(C)C.[NH:36]1C2[C:39](=[CH:40][CH:41]=[CH:42][CH:43]=2)[CH:38]=[C:37]1[CH:45]=O.[Cl-].[NH4+]. (6) Given the product [C:11]1([CH3:23])[CH:16]=[C:15]([CH3:17])[CH:14]=[C:13]([CH3:18])[C:12]=1[C:2]1[C:7]([N+:8]([O-:10])=[O:9])=[CH:6][CH:5]=[CH:4][N:3]=1, predict the reactants needed to synthesize it. The reactants are: Cl[C:2]1[C:7]([N+:8]([O-:10])=[O:9])=[CH:6][CH:5]=[CH:4][N:3]=1.[C:11]1([CH3:23])[CH:16]=[C:15]([CH3:17])[CH:14]=[C:13]([CH3:18])[C:12]=1OB(O)O.O.O.O.O.O.O.O.O.[OH-].[Ba+2].[OH-].